This data is from Catalyst prediction with 721,799 reactions and 888 catalyst types from USPTO. The task is: Predict which catalyst facilitates the given reaction. (1) The catalyst class is: 15. Reactant: [I:1][C:2]1[CH:3]=[C:4]2[C:8](=[CH:9][CH:10]=1)[NH:7][C:6](=[O:11])[C:5]2=O.[NH:13]([C:15]([C:17]1[CH:26]=[CH:25][C:20]([C:21]([O:23][CH3:24])=[O:22])=[CH:19][N:18]=1)=[O:16])[NH2:14]. Product: [I:1][C:2]1[CH:3]=[C:4]2[C:8](=[CH:9][CH:10]=1)[NH:7][C:6](=[O:11])[C:5]2=[N:14][NH:13][C:15]([C:17]1[CH:26]=[CH:25][C:20]([C:21]([O:23][CH3:24])=[O:22])=[CH:19][N:18]=1)=[O:16]. (2) Reactant: [F:1][CH:2]([F:20])[C:3]1[CH:10]=[C:9]([O:11][CH2:12][C@H:13]2[CH2:17][O:16][C:15]([CH3:19])([CH3:18])[O:14]2)[CH:8]=[CH:7][C:4]=1[CH:5]=O.[NH2:21][C:22]1[C:30]([NH2:31])=[CH:29][CH:28]=[CH:27][C:23]=1[C:24]([OH:26])=[O:25].S(S([O-])=O)([O-])(=O)=O.[Na+].[Na+]. Product: [F:1][CH:2]([F:20])[C:3]1[CH:10]=[C:9]([O:11][CH2:12][C@H:13]2[CH2:17][O:16][C:15]([CH3:19])([CH3:18])[O:14]2)[CH:8]=[CH:7][C:4]=1[C:5]1[NH:31][C:30]2[CH:29]=[CH:28][CH:27]=[C:23]([C:24]([OH:26])=[O:25])[C:22]=2[N:21]=1. The catalyst class is: 18. (3) The catalyst class is: 7. Product: [CH3:42][C:28]1([CH3:29])[N:30]([CH2:31][C:32]2[C:41]3[C:36](=[CH:37][CH:38]=[CH:39][CH:40]=3)[N:35]=[CH:34][CH:33]=2)[C:6](=[O:7])[N:18]([C:19]2[S:20][CH:21]=[C:22]([CH3:24])[N:23]=2)[C:27]1=[O:43]. Reactant: N1([C:6](N2C=CN=C2)=[O:7])C=CN=C1.N1C=CN=C1.[NH2:18][C:19]1[S:20][CH:21]=[C:22]([CH3:24])[N:23]=1.CO[C:27](=[O:43])[C:28]([CH3:42])([NH:30][CH2:31][C:32]1[C:41]2[C:36](=[CH:37][CH:38]=[CH:39][CH:40]=2)[N:35]=[CH:34][CH:33]=1)[CH3:29]. (4) Reactant: C(OC([N:8]1[CH2:13][CH2:12][CH:11]([C:14]2[C:18]3[S:19][CH:20]=[C:21]([CH3:22])[C:17]=3[O:16][N:15]=2)[CH2:10][CH2:9]1)=O)(C)(C)C.[ClH:23]. Product: [ClH:23].[CH3:22][C:21]1[C:17]2[O:16][N:15]=[C:14]([CH:11]3[CH2:12][CH2:13][NH:8][CH2:9][CH2:10]3)[C:18]=2[S:19][CH:20]=1. The catalyst class is: 5. (5) Reactant: [NH:1]1[C:9]2[C:4](=[CH:5][CH:6]=[CH:7][CH:8]=2)[C:3]([CH:10]2[CH2:14][CH2:13][C:12](=[O:15])[CH2:11]2)=[CH:2]1.[H-].[Na+].[F:18][C:19]1[CH:38]=[CH:37][C:22]([CH2:23][NH:24][C:25]([C:27]2[CH:32]=[CH:31][C:30]([S:33](Cl)(=[O:35])=[O:34])=[CH:29][CH:28]=2)=[O:26])=[CH:21][CH:20]=1. Product: [F:18][C:19]1[CH:20]=[CH:21][C:22]([CH2:23][NH:24][C:25](=[O:26])[C:27]2[CH:32]=[CH:31][C:30]([S:33]([N:1]3[C:9]4[C:4](=[CH:5][CH:6]=[CH:7][CH:8]=4)[C:3]([CH:10]4[CH2:14][CH2:13][C:12](=[O:15])[CH2:11]4)=[CH:2]3)(=[O:34])=[O:35])=[CH:29][CH:28]=2)=[CH:37][CH:38]=1. The catalyst class is: 3. (6) Reactant: [CH:1]1([CH2:4][C:5]([OH:7])=O)[CH2:3][CH2:2]1.[CH:8]1([NH2:11])[CH2:10][CH2:9]1.C1C=C2N=NN(O)C2=CC=1.O. Product: [CH:8]1([NH:11][C:5](=[O:7])[CH2:4][CH:1]2[CH2:2][CH2:3]2)[CH2:10][CH2:9]1. The catalyst class is: 4. (7) Reactant: [CH3:1][N:2]([CH2:4][C:5]1[CH:10]=[C:9]([C:11]([F:14])([F:13])[F:12])[N:8]=[C:7]([C:15]([OH:17])=O)[CH:6]=1)[CH3:3].F[P-](F)(F)(F)(F)F.C[N+](C)=C(N(C)C)ON1C2N=CC=CC=2N=N1.C(N(CC)C(C)C)(C)C.[NH:51]1[CH2:56][CH2:55][CH:54]([N:57]2[CH2:60][C:59]([CH2:83][C:84]#[N:85])([N:61]3[CH:65]=[C:64]([C:66]4[C:67]5[CH:74]=[CH:73][N:72](COCC[Si](C)(C)C)[C:68]=5[N:69]=[CH:70][N:71]=4)[CH:63]=[N:62]3)[CH2:58]2)[CH2:53][CH2:52]1. Product: [CH3:3][N:2]([CH2:4][C:5]1[CH:10]=[C:9]([C:11]([F:12])([F:13])[F:14])[N:8]=[C:7]([C:15]([N:51]2[CH2:52][CH2:53][CH:54]([N:57]3[CH2:58][C:59]([CH2:83][C:84]#[N:85])([N:61]4[CH:65]=[C:64]([C:66]5[C:67]6[CH:74]=[CH:73][NH:72][C:68]=6[N:69]=[CH:70][N:71]=5)[CH:63]=[N:62]4)[CH2:60]3)[CH2:55][CH2:56]2)=[O:17])[CH:6]=1)[CH3:1]. The catalyst class is: 9. (8) Reactant: I[C:2]1[C:10]2[C:5](=[CH:6][CH:7]=[C:8]([C:11]3[N:15]=[C:14]([NH:16][CH3:17])[O:13][N:12]=3)[CH:9]=2)[N:4]([S:18]([C:21]2[CH:27]=[CH:26][C:24]([CH3:25])=[CH:23][CH:22]=2)(=[O:20])=[O:19])[CH:3]=1.[CH:28]([O:31][C:32]1[CH:37]=[N:36][CH:35]=[C:34]([Sn](C)(C)C)[N:33]=1)([CH3:30])[CH3:29]. Product: [CH:28]([O:31][C:32]1[N:33]=[C:34]([C:2]2[C:10]3[C:5](=[CH:6][CH:7]=[C:8]([C:11]4[N:15]=[C:14]([NH:16][CH3:17])[O:13][N:12]=4)[CH:9]=3)[N:4]([S:18]([C:21]3[CH:22]=[CH:23][C:24]([CH3:25])=[CH:26][CH:27]=3)(=[O:19])=[O:20])[CH:3]=2)[CH:35]=[N:36][CH:37]=1)([CH3:30])[CH3:29]. The catalyst class is: 555. (9) Reactant: [C:1]([C:3]1[CH:4]=[CH:5][C:6]([NH:10][C:11]([C:13]2[C:17]3[N:18]=[C:19]([NH:22][C@@H:23]4[CH2:28][CH2:27][CH2:26][CH2:25][C@@H:24]4[NH:29]C(=O)OC(C)(C)C)[N:20]=[CH:21][C:16]=3[S:15][CH:14]=2)=[O:12])=[N:7][C:8]=1[CH3:9])#[N:2]. Product: [C:1]([C:3]1[CH:4]=[CH:5][C:6]([NH:10][C:11]([C:13]2[C:17]3[N:18]=[C:19]([NH:22][C@@H:23]4[CH2:28][CH2:27][CH2:26][CH2:25][C@@H:24]4[NH2:29])[N:20]=[CH:21][C:16]=3[S:15][CH:14]=2)=[O:12])=[N:7][C:8]=1[CH3:9])#[N:2]. The catalyst class is: 631. (10) Reactant: [C:1]1([C:7]23[CH2:15][CH:11]4[CH2:12][CH:13]([CH2:14]2)[C:9]([NH2:16])([CH2:10]4)[CH2:8]3)[CH:6]=[CH:5][CH:4]=[CH:3][CH:2]=1.C([O-])([O-])=O.[K+].[K+].Cl[CH2:24][C:25]([N:27]1[CH2:31][CH2:30][CH2:29][C@H:28]1[C:32]#[N:33])=[O:26]. Product: [C:1]1([C:7]23[CH2:15][CH:11]4[CH2:10][C:9]([NH:16][CH2:24][C:25]([N:27]5[CH2:31][CH2:30][CH2:29][C@H:28]5[C:32]#[N:33])=[O:26])([CH2:8]2)[CH:13]([CH2:12]4)[CH2:14]3)[CH:2]=[CH:3][CH:4]=[CH:5][CH:6]=1. The catalyst class is: 197.